This data is from Reaction yield outcomes from USPTO patents with 853,638 reactions. The task is: Predict the reaction yield, written as a fraction of the theoretical maximum amount of product (1.0 means a 100% yield; for example, 0.34 means a 34% yield). The reactants are Cl[C:2]1[CH:7]=[C:6]([O:8][CH2:9][C:10]2[CH:11]=[N:12][CH:13]=[CH:14][CH:15]=2)[CH:5]=[CH:4][N:3]=1.O.[NH2:17][NH2:18]. The catalyst is O. The product is [NH:17]([C:2]1[CH:7]=[C:6]([O:8][CH2:9][C:10]2[CH:11]=[N:12][CH:13]=[CH:14][CH:15]=2)[CH:5]=[CH:4][N:3]=1)[NH2:18]. The yield is 0.370.